This data is from Full USPTO retrosynthesis dataset with 1.9M reactions from patents (1976-2016). The task is: Predict the reactants needed to synthesize the given product. (1) Given the product [C:2]([C:3]1[N:4]=[C:5]([CH:8]2[CH2:13][CH2:12][N:11]([C:14]([O:16][C:17]([CH3:20])([CH3:19])[CH3:18])=[O:15])[CH2:10][CH2:9]2)[NH:6][CH:7]=1)#[N:24], predict the reactants needed to synthesize it. The reactants are: F[C:2](F)(F)[C:3]1[N:4]=[C:5]([CH:8]2[CH2:13][CH2:12][N:11]([C:14]([O:16][C:17]([CH3:20])([CH3:19])[CH3:18])=[O:15])[CH2:10][CH2:9]2)[NH:6][CH:7]=1.[OH-].[NH4+:24]. (2) Given the product [C:24]([O:44][CH3:1])(=[O:43])[CH2:25][CH2:26][CH2:27][CH2:28][CH2:29][CH2:30][CH2:31]/[CH:32]=[CH:33]\[CH2:34][C@@H:35]([CH2:37][CH2:38][CH2:39][CH2:40][CH2:41][CH3:42])[OH:36], predict the reactants needed to synthesize it. The reactants are: [C:1](PCC1C(CPC(C)(C)C)=CC=CC=1)(C)(C)C.CS(O)(=O)=O.[C:24]([O-:44])(=[O:43])[CH2:25][CH2:26][CH2:27][CH2:28][CH2:29][CH2:30][CH2:31]/[CH:32]=[CH:33]\[CH2:34][C@@H:35]([CH2:37][CH2:38][CH2:39][CH2:40][CH2:41][CH3:42])[OH:36]. (3) Given the product [NH2:30][CH2:29][CH2:28][N:6]1[C:7]2[C:12](=[CH:11][CH:10]=[C:9]([CH2:13][N:14]([CH:22]3[CH2:24][CH2:23]3)[C:15](=[O:21])[O:16][C:17]([CH3:19])([CH3:20])[CH3:18])[CH:8]=2)[C:4]([Cl:3])=[CH:5]1, predict the reactants needed to synthesize it. The reactants are: [OH-].[Na+].[Cl:3][C:4]1[C:12]2[C:7](=[CH:8][C:9]([CH2:13][N:14]([CH:22]3[CH2:24][CH2:23]3)[C:15](=[O:21])[O:16][C:17]([CH3:20])([CH3:19])[CH3:18])=[CH:10][CH:11]=2)[NH:6][CH:5]=1.Cl.ClC[CH2:28][CH2:29][NH2:30]. (4) Given the product [CH3:9][O:10][C:11]([C:13]1[CH:18]=[CH:17][C:16]2[S:3][CH2:2][C:1](=[O:4])[NH:20][C:15]=2[N:14]=1)=[O:12], predict the reactants needed to synthesize it. The reactants are: [C:1](OC)(=[O:4])[CH2:2][SH:3].[H-].[Na+].[CH3:9][O:10][C:11]([C:13]1[CH:18]=[CH:17][C:16](Br)=[C:15]([NH2:20])[N:14]=1)=[O:12]. (5) Given the product [CH3:1][O:2][C:3]1[CH:4]=[C:5]2[C:10](=[CH:11][C:12]=1[O:13][CH3:14])[N:9]=[CH:8][CH:7]=[C:6]2[S:15][C:16]1[S:17][C:18]([NH:21][C:29]([NH:41][C:42]2[S:43][CH:44]=[CH:45][N:46]=2)=[O:30])=[CH:19][N:20]=1, predict the reactants needed to synthesize it. The reactants are: [CH3:1][O:2][C:3]1[CH:4]=[C:5]2[C:10](=[CH:11][C:12]=1[O:13][CH3:14])[N:9]=[CH:8][CH:7]=[C:6]2[S:15][C:16]1[S:17][C:18]([NH2:21])=[CH:19][N:20]=1.N1C=CC=CC=1.Cl[C:29](OC1C=CC([N+]([O-])=O)=CC=1)=[O:30].[NH2:41][C:42]1[S:43][CH:44]=[CH:45][N:46]=1. (6) The reactants are: [C:1]([O:5][C@@H:6]([C:10]1[C:11]([C:29]2[CH:34]=[CH:33][C:32]([Cl:35])=[CH:31][CH:30]=2)=[C:12]2[C:17](=[CH:18][C:19]=1[CH3:20])[N:16]=[C:15]([CH2:21][CH2:22][C:23]1[CH:28]=CC=C[CH:24]=1)[CH:14]=[CH:13]2)[C:7]([OH:9])=[O:8])([CH3:4])([CH3:3])[CH3:2].C(C1CC1)#C. Given the product [C:1]([O:5][C@@H:6]([C:10]1[C:11]([C:29]2[CH:30]=[CH:31][C:32]([Cl:35])=[CH:33][CH:34]=2)=[C:12]2[C:17](=[CH:18][C:19]=1[CH3:20])[N:16]=[C:15]([CH2:21][CH2:22][CH:23]1[CH2:28][CH2:24]1)[CH:14]=[CH:13]2)[C:7]([OH:9])=[O:8])([CH3:3])([CH3:4])[CH3:2], predict the reactants needed to synthesize it. (7) Given the product [O:19]1[C:23]2([CH2:24][CH2:25][CH:26]([CH:29]3[CH2:34][CH2:33][C:32]([C:9]4[CH:10]=[CH:11][C:6]([O:5][CH2:1][CH2:2][CH2:3][CH3:4])=[C:7]([F:13])[C:8]=4[F:12])([OH:35])[CH2:31][CH2:30]3)[CH2:27][CH2:28]2)[O:22][CH2:21][CH2:20]1, predict the reactants needed to synthesize it. The reactants are: [CH2:1]([O:5][C:6]1[C:7]([F:13])=[C:8]([F:12])[CH:9]=[CH:10][CH:11]=1)[CH2:2][CH2:3][CH3:4].C([Li])(CC)C.[O:19]1[C:23]2([CH2:28][CH2:27][CH:26]([CH:29]3[CH2:34][CH2:33][C:32](=[O:35])[CH2:31][CH2:30]3)[CH2:25][CH2:24]2)[O:22][CH2:21][CH2:20]1.[Cl-].[NH4+].